This data is from NCI-60 drug combinations with 297,098 pairs across 59 cell lines. The task is: Regression. Given two drug SMILES strings and cell line genomic features, predict the synergy score measuring deviation from expected non-interaction effect. (1) Drug 1: CC12CCC3C(C1CCC2=O)CC(=C)C4=CC(=O)C=CC34C. Drug 2: C1=CN(C=N1)CC(O)(P(=O)(O)O)P(=O)(O)O. Cell line: SK-MEL-5. Synergy scores: CSS=4.84, Synergy_ZIP=-12.4, Synergy_Bliss=-24.7, Synergy_Loewe=-25.0, Synergy_HSA=-24.4. (2) Drug 1: CS(=O)(=O)CCNCC1=CC=C(O1)C2=CC3=C(C=C2)N=CN=C3NC4=CC(=C(C=C4)OCC5=CC(=CC=C5)F)Cl. Drug 2: C(=O)(N)NO. Cell line: RXF 393. Synergy scores: CSS=0.399, Synergy_ZIP=1.97, Synergy_Bliss=4.40, Synergy_Loewe=2.34, Synergy_HSA=1.66. (3) Drug 1: C(=O)(N)NO. Drug 2: COC1=NC(=NC2=C1N=CN2C3C(C(C(O3)CO)O)O)N. Cell line: KM12. Synergy scores: CSS=-0.118, Synergy_ZIP=-1.83, Synergy_Bliss=-2.50, Synergy_Loewe=-7.78, Synergy_HSA=-4.00. (4) Drug 1: CC1=CC=C(C=C1)C2=CC(=NN2C3=CC=C(C=C3)S(=O)(=O)N)C(F)(F)F. Drug 2: CN1C(=O)N2C=NC(=C2N=N1)C(=O)N. Cell line: SR. Synergy scores: CSS=-7.23, Synergy_ZIP=-4.76, Synergy_Bliss=-12.7, Synergy_Loewe=-12.8, Synergy_HSA=-11.7. (5) Drug 1: CC12CCC3C(C1CCC2=O)CC(=C)C4=CC(=O)C=CC34C. Drug 2: CC(C)NC(=O)C1=CC=C(C=C1)CNNC.Cl. Cell line: IGROV1. Synergy scores: CSS=11.7, Synergy_ZIP=1.05, Synergy_Bliss=2.98, Synergy_Loewe=-16.0, Synergy_HSA=0.964. (6) Drug 1: COC1=NC(=NC2=C1N=CN2C3C(C(C(O3)CO)O)O)N. Drug 2: CC1C(C(CC(O1)OC2CC(CC3=C2C(=C4C(=C3O)C(=O)C5=C(C4=O)C(=CC=C5)OC)O)(C(=O)CO)O)N)O.Cl. Cell line: DU-145. Synergy scores: CSS=24.9, Synergy_ZIP=-1.91, Synergy_Bliss=-1.60, Synergy_Loewe=-19.7, Synergy_HSA=-1.32. (7) Cell line: HCT-15. Synergy scores: CSS=52.8, Synergy_ZIP=0.818, Synergy_Bliss=-0.902, Synergy_Loewe=-25.3, Synergy_HSA=-0.759. Drug 2: CN(CC1=CN=C2C(=N1)C(=NC(=N2)N)N)C3=CC=C(C=C3)C(=O)NC(CCC(=O)O)C(=O)O. Drug 1: CC1=C2C(C(=O)C3(C(CC4C(C3C(C(C2(C)C)(CC1OC(=O)C(C(C5=CC=CC=C5)NC(=O)C6=CC=CC=C6)O)O)OC(=O)C7=CC=CC=C7)(CO4)OC(=O)C)O)C)OC(=O)C. (8) Drug 2: CS(=O)(=O)OCCCCOS(=O)(=O)C. Synergy scores: CSS=5.96, Synergy_ZIP=-1.47, Synergy_Bliss=2.64, Synergy_Loewe=-7.08, Synergy_HSA=-2.34. Cell line: SK-MEL-28. Drug 1: CN(CCCl)CCCl.Cl. (9) Drug 1: CCN(CC)CCNC(=O)C1=C(NC(=C1C)C=C2C3=C(C=CC(=C3)F)NC2=O)C. Drug 2: C1CC(CCC1OC2=C(C(=CC=C2)Cl)F)(CC3=NC(=CC=C3)NC4=NC=CS4)C(=O)O. Cell line: HCT116. Synergy scores: CSS=72.3, Synergy_ZIP=6.02, Synergy_Bliss=5.32, Synergy_Loewe=2.82, Synergy_HSA=11.8. (10) Drug 1: C1C(C(OC1N2C=NC3=C(N=C(N=C32)Cl)N)CO)O. Drug 2: CCCCCOC(=O)NC1=NC(=O)N(C=C1F)C2C(C(C(O2)C)O)O. Cell line: K-562. Synergy scores: CSS=42.7, Synergy_ZIP=-4.35, Synergy_Bliss=-1.12, Synergy_Loewe=-24.8, Synergy_HSA=2.26.